Dataset: Experimentally validated miRNA-target interactions with 360,000+ pairs, plus equal number of negative samples. Task: Binary Classification. Given a miRNA mature sequence and a target amino acid sequence, predict their likelihood of interaction. The protein sequence of the target gene is MWWSLILLSCLLALTSAHDKPSFHPLSDDLINYINKQNTTWQAGRNFYNVDISYLKKLCGTVLGGPKLPGRVAFGEDIDLPETFDAREQWSNCPTIGQIRDQGSCGSCWAFGAVEAISDRTCIHTNGRVNVEVSAEDLLTCCGIQCGDGCNGGYPSGAWSFWTKKGLVSGGVYNSHVGCLPYTIPPCEHHVNGSRPPCTGEGDTPRCNKSCEAGYSPSYKEDKHFGYTSYSVSNSVKEIMAEIYKNGPVEGAFTVFSDFLTYKSGVYKHEAGDMMGGHAIRILGWGVENGVPYWLAANSW.... The miRNA is mmu-miR-1306-3p with sequence ACGUUGGCUCUGGUGGUGAUG. Result: 0 (no interaction).